Dataset: Full USPTO retrosynthesis dataset with 1.9M reactions from patents (1976-2016). Task: Predict the reactants needed to synthesize the given product. (1) Given the product [CH:15]1([N:18]2[C:26]3[C:21](=[N:22][CH:23]=[CH:24][CH:25]=3)[N:20]([C:27]3[CH:32]=[CH:31][C:30]([O:33][C:3]4[N:2]([CH3:1])[C:6]5=[N:7][CH:8]=[CH:9][CH:10]=[C:5]5[N:4]=4)=[CH:29][CH:28]=3)[C:19]2=[O:34])[CH2:17][CH2:16]1, predict the reactants needed to synthesize it. The reactants are: [CH3:1][N:2]1[C:6]2=[N:7][CH:8]=[CH:9][CH:10]=[C:5]2[N:4]=[C:3]1S(C)(=O)=O.[CH:15]1([N:18]2[C:26]3[C:21](=[N:22][CH:23]=[CH:24][CH:25]=3)[N:20]([C:27]3[CH:32]=[CH:31][C:30]([OH:33])=[CH:29][CH:28]=3)[C:19]2=[O:34])[CH2:17][CH2:16]1.[H-].[Na+]. (2) The reactants are: [F:1][C:2]1[CH:3]=[C:4]2[C:8](=[CH:9][CH:10]=1)[NH:7][C:6](=[O:11])[CH2:5]2.C[Si]([N-][Si](C)(C)C)(C)C.[Li+].[CH2:22]([CH:24]1[O:28][C:27](=O)[C:26]2[S:30][CH:31]=[CH:32][C:25]1=2)[CH3:23].Cl. Given the product [CH2:22]([CH:24]1[O:28][C:27](=[C:5]2[C:4]3[C:8](=[CH:9][CH:10]=[C:2]([F:1])[CH:3]=3)[NH:7][C:6]2=[O:11])[C:26]2[S:30][CH:31]=[CH:32][C:25]1=2)[CH3:23], predict the reactants needed to synthesize it. (3) The reactants are: [N:1]1([C:6]2[CH:11]=[CH:10][CH:9]=[CH:8][N:7]=2)[CH:5]=[CH:4][N:3]=[N:2]1.C([Li])CCC.[Br:17]Br. Given the product [Br:17][C:5]1[N:1]([C:6]2[CH:11]=[CH:10][CH:9]=[CH:8][N:7]=2)[N:2]=[N:3][CH:4]=1, predict the reactants needed to synthesize it. (4) The reactants are: [F:1][C:2]1[CH:26]=[CH:25][C:5]([CH2:6][N:7]2[C:11]3=[CH:12][N:13]=[C:14]([C:16]([OH:18])=O)[CH:15]=[C:10]3[C:9]([CH2:19][O:20][CH2:21][CH2:22][O:23][CH3:24])=[CH:8]2)=[CH:4][CH:3]=1.CN1CCOCC1.Cl.[CH3:35][NH:36][OH:37]. Given the product [F:1][C:2]1[CH:3]=[CH:4][C:5]([CH2:6][N:7]2[C:11]3=[CH:12][N:13]=[C:14]([C:16]([N:36]([OH:37])[CH3:35])=[O:18])[CH:15]=[C:10]3[C:9]([CH2:19][O:20][CH2:21][CH2:22][O:23][CH3:24])=[CH:8]2)=[CH:25][CH:26]=1, predict the reactants needed to synthesize it. (5) Given the product [F:14][C:15]1[CH:23]=[C:22]([O:24][CH3:25])[CH:21]=[CH:20][C:16]=1[C:6](=[O:8])[CH2:5][C:4]([O:3][CH2:1][CH3:2])=[O:9], predict the reactants needed to synthesize it. The reactants are: [CH2:1]([O:3][C:4](=[O:9])[CH2:5][C:6]([O-:8])=O)[CH3:2].[K+].[Cl-].[Mg+2].[Cl-].[F:14][C:15]1[CH:23]=[C:22]([O:24][CH3:25])[CH:21]=[CH:20][C:16]=1C(Cl)=O.Cl.